From a dataset of Forward reaction prediction with 1.9M reactions from USPTO patents (1976-2016). Predict the product of the given reaction. (1) Given the reactants C(=O)([O-])[O-].[Cs+].[Cs+].[OH:7][C:8]1[CH:9]=[C:10]([CH:20]=[C:21]([O:23][C@H:24]([CH3:27])[CH2:25][OH:26])[CH:22]=1)[C:11]([NH:13][C:14]1[CH:18]=[CH:17][N:16]([CH3:19])[N:15]=1)=[O:12].[F:28][C:29]1[CH:30]=[C:31]([CH:38]=[CH:39][C:40]=1F)[C:32]([N:34]1[CH2:37][CH2:36][CH2:35]1)=[O:33].N1C=CN=C1.[Si](Cl)(C(C)(C)C)(C)C, predict the reaction product. The product is: [N:34]1([C:32]([C:31]2[CH:38]=[CH:39][C:40]([O:7][C:8]3[CH:9]=[C:10]([CH:20]=[C:21]([O:23][C@H:24]([CH3:27])[CH2:25][OH:26])[CH:22]=3)[C:11]([NH:13][C:14]3[CH:18]=[CH:17][N:16]([CH3:19])[N:15]=3)=[O:12])=[C:29]([F:28])[CH:30]=2)=[O:33])[CH2:37][CH2:36][CH2:35]1. (2) Given the reactants CO[C:3]([C:5]1[N:6]=[C:7]([C:23]#[N:24])[C:8]2[C:13]([C:14]=1[OH:15])=[CH:12][CH:11]=[C:10]([O:16][C:17]1[CH:22]=[CH:21][CH:20]=[CH:19][CH:18]=1)[CH:9]=2)=[O:4].Cl.Cl.[CH2:27]([O:29][C:30](=[O:40])[CH2:31][C@@H:32]([NH2:39])[C:33]1[CH:34]=[N:35][CH:36]=[CH:37][CH:38]=1)C.C[O-].[Na+].CO, predict the reaction product. The product is: [CH3:27][O:29][C:30](=[O:40])[CH2:31][C@@H:32]([NH:39][C:3]([C:5]1[N:6]=[C:7]([C:23]#[N:24])[C:8]2[C:13]([C:14]=1[OH:15])=[CH:12][CH:11]=[C:10]([O:16][C:17]1[CH:18]=[CH:19][CH:20]=[CH:21][CH:22]=1)[CH:9]=2)=[O:4])[C:33]1[CH:34]=[N:35][CH:36]=[CH:37][CH:38]=1. (3) Given the reactants [OH:1]O.[S:3]([O-:7])([O-])(=[O:5])=S.[Na+].[Na+].[CH3:10][O:11][C:12]1[CH:20]=[C:19]([NH2:21])[C:18]([CH2:22][CH3:23])=[CH:17][C:13]=1[C:14]([OH:16])=S, predict the reaction product. The product is: [CH3:10][O:11][CH:12]1[C:20](=[S:3](=[O:7])=[O:5])[C:19]([NH2:21])=[C:18]([CH2:22][CH3:23])[CH:17]=[C:13]1[C:14]([OH:1])=[O:16]. (4) Given the reactants [CH2:1]([O:3][C:4]([C:6]1([C:9]2[CH:14]=[CH:13][C:12]([C:15]3[CH:20]=[CH:19][C:18]([C:21]4[O:25][N:24]=[C:23]([CH3:26])[C:22]=4[CH2:27][N:28]=[N+:29]=[N-:30])=[CH:17][CH:16]=3)=[CH:11][CH:10]=2)[CH2:8][CH2:7]1)=[O:5])[CH3:2].[C:31]1([CH2:37][C:38]#[CH:39])[CH:36]=[CH:35][CH:34]=[CH:33][CH:32]=1.O=C1O[C@H]([C@H](CO)O)C([O-])=C1O.[Na+], predict the reaction product. The product is: [CH2:1]([O:3][C:4]([C:6]1([C:9]2[CH:10]=[CH:11][C:12]([C:15]3[CH:20]=[CH:19][C:18]([C:21]4[O:25][N:24]=[C:23]([CH3:26])[C:22]=4[CH2:27][N:28]4[CH:39]=[C:38]([CH2:37][C:31]5[CH:36]=[CH:35][CH:34]=[CH:33][CH:32]=5)[N:30]=[N:29]4)=[CH:17][CH:16]=3)=[CH:13][CH:14]=2)[CH2:8][CH2:7]1)=[O:5])[CH3:2]. (5) Given the reactants [CH3:1][N:2]([CH:10]1[CH2:15][CH2:14][N:13]([CH3:16])[CH2:12][CH2:11]1)[C:3]1[CH:8]=[CH:7][CH:6]=[C:5]([NH2:9])[N:4]=1.[F:17][C:18]([F:30])([F:29])[O:19][C:20]1[CH:28]=[CH:27][CH:26]=[CH:25][C:21]=1[C:22]([Cl:24])=[O:23], predict the reaction product. The product is: [ClH:24].[CH3:1][N:2]([CH:10]1[CH2:15][CH2:14][N:13]([CH3:16])[CH2:12][CH2:11]1)[C:3]1[N:4]=[C:5]([NH:9][C:22](=[O:23])[C:21]2[CH:25]=[CH:26][CH:27]=[CH:28][C:20]=2[O:19][C:18]([F:17])([F:29])[F:30])[CH:6]=[CH:7][CH:8]=1. (6) Given the reactants [C:1]1([CH3:16])[CH:6]=[C:5]([CH3:7])[CH:4]=[C:3]([CH3:8])[C:2]=1[O:9][C:10]([CH3:15])([CH3:14])[C:11]([OH:13])=O.C([N:20](C(C)C)CC)(C)C.N[N:27]([CH:35]=[NH:36])[C:28](=[O:34])[O:29][C:30]([CH3:33])([CH3:32])[CH3:31].O.ON1C2C=CC=CC=2N=N1.F[P-](F)(F)(F)(F)F.N1(OC(N(C)C)=[N+](C)C)C2C=CC=CC=2N=N1, predict the reaction product. The product is: [NH:20]=[C:35]([NH:27][C:28](=[O:34])[O:29][C:30]([CH3:33])([CH3:32])[CH3:31])[NH:36][C:11](=[O:13])[C:10]([O:9][C:2]1[C:1]([CH3:16])=[CH:6][C:5]([CH3:7])=[CH:4][C:3]=1[CH3:8])([CH3:15])[CH3:14]. (7) Given the reactants Cl.[Cl:2][C:3]1[CH:4]=[C:5]2[C:9](=[CH:10][CH:11]=1)[NH:8][C:7]([C:12]([NH:14][C@@H:15]1[CH2:19][NH:18][CH2:17][C@H:16]1[NH:20][C:21]([C:23]1[S:24][C:25]3[CH2:26][N:27]([CH3:32])[CH2:28][CH2:29][C:30]=3[N:31]=1)=[O:22])=[O:13])=[CH:6]2.C(N(CC)CC)C.[CH3:40][O:41][C:42]([CH2:44][S:45](Cl)(=[O:47])=[O:46])=[O:43], predict the reaction product. The product is: [Cl:2][C:3]1[CH:4]=[C:5]2[C:9](=[CH:10][CH:11]=1)[NH:8][C:7]([C:12]([NH:14][C@H:15]1[C@H:16]([NH:20][C:21]([C:23]3[S:24][C:25]4[CH2:26][N:27]([CH3:32])[CH2:28][CH2:29][C:30]=4[N:31]=3)=[O:22])[CH2:17][N:18]([S:45]([CH2:44][C:42]([O:41][CH3:40])=[O:43])(=[O:47])=[O:46])[CH2:19]1)=[O:13])=[CH:6]2. (8) Given the reactants Cl.[NH2:2][CH2:3][C:4]1[CH:11]=[CH:10][C:7]([C:8]#[N:9])=[CH:6][CH:5]=1.C(N(CC)CC)C.[Cl:19][C:20]1[CH:25]=[CH:24][C:23]([S:26](Cl)(=[O:28])=[O:27])=[CH:22][CH:21]=1, predict the reaction product. The product is: [Cl:19][C:20]1[CH:25]=[CH:24][C:23]([S:26]([NH:9][CH2:8][C:7]2[CH:10]=[CH:11][C:4]([C:3]#[N:2])=[CH:5][CH:6]=2)(=[O:28])=[O:27])=[CH:22][CH:21]=1. (9) Given the reactants [C:1](=[O:4])([OH:3])[O-].[Na+].Cl.[C:7]1([C@H:17]([NH:19][CH2:20][CH:21]=[CH:22][C:23]2[CH:28]=[CH:27][CH:26]=[C:25]([C:29]([F:32])([F:31])[F:30])[CH:24]=2)[CH3:18])[C:16]2[C:11](=[CH:12][CH:13]=[CH:14][CH:15]=2)[CH:10]=[CH:9][CH:8]=1.[C:33]([O:36]CC)(=[O:35])[CH3:34], predict the reaction product. The product is: [C:33]([OH:36])(=[O:35])/[CH:34]=[CH:7]/[C:1]([OH:3])=[O:4].[C:7]1([C@H:17]([NH:19][CH2:20][CH:21]=[CH:22][C:23]2[CH:28]=[CH:27][CH:26]=[C:25]([C:29]([F:30])([F:31])[F:32])[CH:24]=2)[CH3:18])[C:16]2[C:11](=[CH:12][CH:13]=[CH:14][CH:15]=2)[CH:10]=[CH:9][CH:8]=1.